This data is from Catalyst prediction with 721,799 reactions and 888 catalyst types from USPTO. The task is: Predict which catalyst facilitates the given reaction. (1) Reactant: [Br:1][C:2]1[CH:7]=[CH:6][C:5](/[CH:8]=[CH:9]/C(O)=O)=[CH:4][C:3]=1[O:13][CH3:14].CC[N:17]([CH2:20]C)CC.C1(P(N=[N+]=[N-])(C2C=CC=CC=2)=[O:29])C=CC=CC=1. Product: [Br:1][C:2]1[CH:7]=[C:6]2[C:5]([CH:8]=[CH:9][NH:17][C:20]2=[O:29])=[CH:4][C:3]=1[O:13][CH3:14]. The catalyst class is: 48. (2) Reactant: [OH:1][CH:2]1[CH2:7][CH2:6][CH2:5][NH:4][CH:3]1[CH3:8].CC(C)([O-])C.[K+].[CH2:15]([NH:22][C@@H:23]1[C@H:27]2[O:28][CH2:29][C@@H:30](OS(C3C=CC(C)=CC=3)(=O)=O)[C@H:26]2[O:25][CH2:24]1)[C:16]1[CH:21]=[CH:20][CH:19]=[CH:18][CH:17]=1. Product: [CH2:15]([NH:22][C@H:23]1[CH2:24][O:25][C@@H:26]2[C@@H:30]([O:1][C:2]3[C:3]([CH3:8])=[N:4][CH:5]=[CH:6][CH:7]=3)[CH2:29][O:28][C@H:27]12)[C:16]1[CH:17]=[CH:18][CH:19]=[CH:20][CH:21]=1. The catalyst class is: 9. (3) Reactant: [N:1]1[N:2]([C:6]2[CH:7]=[C:8]([NH:12][C:13]3[N:18]=[C:17]([NH:19][C@@H:20]4[CH2:25][CH2:24][CH2:23][CH2:22][C@@H:21]4[NH:26]C(=O)OC(C)(C)C)[CH:16]=[N:15][C:14]=3[C:34]#[N:35])[CH:9]=[CH:10][CH:11]=2)[N:3]=[CH:4][CH:5]=1. Product: [N:1]1[N:2]([C:6]2[CH:7]=[C:8]([NH:12][C:13]3[C:14]([C:34]#[N:35])=[N:15][CH:16]=[C:17]([NH:19][C@@H:20]4[CH2:25][CH2:24][CH2:23][CH2:22][C@@H:21]4[NH2:26])[N:18]=3)[CH:9]=[CH:10][CH:11]=2)[N:3]=[CH:4][CH:5]=1. The catalyst class is: 67.